This data is from Catalyst prediction with 721,799 reactions and 888 catalyst types from USPTO. The task is: Predict which catalyst facilitates the given reaction. (1) Reactant: [C:1]([C:3]1[CH:4]=[C:5]([CH:46]=[CH:47][C:48]=1[F:49])[CH2:6][O:7][C:8]1[CH:9]=[C:10]([C@@H:14]([NH:20][C:21]([C@@H:23]2[CH2:28][CH2:27][CH2:26][N:25]([C:29](=[O:45])[CH2:30][CH2:31][CH:32]3[CH2:37][CH2:36][N:35](C(OC(C)(C)C)=O)[CH2:34][CH2:33]3)[CH2:24]2)=[O:22])[CH2:15][C:16]([O:18]C)=[O:17])[CH:11]=[N:12][CH:13]=1)#[N:2].CO.O.O.O.O.O.O.O.O.[OH-].[Ba+2].[OH-]. Product: [C:1]([C:3]1[CH:4]=[C:5]([CH:46]=[CH:47][C:48]=1[F:49])[CH2:6][O:7][C:8]1[CH:9]=[C:10]([C@H:14]([NH:20][C:21]([C@H:23]2[CH2:28][CH2:27][CH2:26][N:25]([C:29](=[O:45])[CH2:30][CH2:31][CH:32]3[CH2:33][CH2:34][NH:35][CH2:36][CH2:37]3)[CH2:24]2)=[O:22])[CH2:15][C:16]([OH:18])=[O:17])[CH:11]=[N:12][CH:13]=1)#[N:2]. The catalyst class is: 107. (2) Reactant: [CH2:1]([O:3][C:4]1[C:8]([CH2:9][CH2:10][CH2:11][OH:12])=[CH:7][N:6]([C:13]2[CH:18]=[CH:17][CH:16]=[CH:15][N:14]=2)[N:5]=1)[CH3:2].O[C:20]1[CH:21]=[C:22]([CH2:26][C:27]([O:29]C)=[O:28])[CH:23]=[CH:24][CH:25]=1.C(P(CCCC)CCCC)CCC.N(C(N1CCCCC1)=O)=NC(N1CCCCC1)=O. Product: [CH2:1]([O:3][C:4]1[C:8]([CH2:9][CH2:10][CH2:11][O:12][C:20]2[CH:21]=[C:22]([CH2:26][C:27]([OH:29])=[O:28])[CH:23]=[CH:24][CH:25]=2)=[CH:7][N:6]([C:13]2[CH:18]=[CH:17][CH:16]=[CH:15][N:14]=2)[N:5]=1)[CH3:2]. The catalyst class is: 7. (3) Reactant: Cl.[F:2][C:3]1[CH:8]=[CH:7][C:6]([C@@H:9]2[O:14][CH2:13][CH2:12][NH:11][CH2:10]2)=[CH:5][CH:4]=1.C(N(CC)CC)C.[CH:22]([C:24]1[CH:29]=[CH:28][C:27]([C@H:30]([NH:32][S:33]([CH3:36])(=[O:35])=[O:34])[CH3:31])=[CH:26][CH:25]=1)=O.C(O)(=O)C.C(O[BH-](OC(=O)C)OC(=O)C)(=O)C.[Na+].C(=O)(O)[O-].[Na+]. Product: [F:2][C:3]1[CH:4]=[CH:5][C:6]([C@@H:9]2[O:14][CH2:13][CH2:12][N:11]([CH2:22][C:24]3[CH:25]=[CH:26][C:27]([C@H:30]([NH:32][S:33]([CH3:36])(=[O:35])=[O:34])[CH3:31])=[CH:28][CH:29]=3)[CH2:10]2)=[CH:7][CH:8]=1. The catalyst class is: 2. (4) Reactant: C(O)(=O)/C=[CH:3]\[C:4](O)=[O:5].[C:9]([O:12][CH2:13][CH3:14])(=[O:11])[CH3:10]. Product: [CH2:4]([OH:5])[CH3:3].[C:9]([O:12][CH2:13][CH3:14])(=[O:11])[CH3:10]. The catalyst class is: 8. (5) Reactant: [C:1]([O:5][C:6](=[O:39])[NH:7][C@@H:8]([CH2:29][C:30]1[CH:35]=[CH:34][C:33]([N+:36]([O-])=O)=[CH:32][CH:31]=1)[C@H:9]([OH:28])[CH2:10][NH:11][C:12]1([C:18]2[CH:23]=[CH:22][CH:21]=[C:20]([C:24]([CH3:27])([CH3:26])[CH3:25])[CH:19]=2)[CH2:17][CH2:16][CH2:15][CH2:14][CH2:13]1)([CH3:4])([CH3:3])[CH3:2].O.[BH4-].[Na+]. Product: [C:1]([O:5][C:6](=[O:39])[NH:7][C@@H:8]([CH2:29][C:30]1[CH:35]=[CH:34][C:33]([NH2:36])=[CH:32][CH:31]=1)[C@H:9]([OH:28])[CH2:10][NH:11][C:12]1([C:18]2[CH:23]=[CH:22][CH:21]=[C:20]([C:24]([CH3:27])([CH3:26])[CH3:25])[CH:19]=2)[CH2:17][CH2:16][CH2:15][CH2:14][CH2:13]1)([CH3:2])([CH3:3])[CH3:4]. The catalyst class is: 888. (6) Reactant: [CH3:1][O:2][C:3](=[O:11])[CH2:4][C:5]1[S:9][C:8]([NH2:10])=[N:7][CH:6]=1.[C:12]1([C:18](Cl)([C:25]2[CH:30]=[CH:29][CH:28]=[CH:27][CH:26]=2)[C:19]2[CH:24]=[CH:23][CH:22]=[CH:21][CH:20]=2)[CH:17]=[CH:16][CH:15]=[CH:14][CH:13]=1.C(N(CC)CC)C.O. Product: [CH3:1][O:2][C:3](=[O:11])[CH2:4][C:5]1[S:9][C:8]([NH:10][C:18]([C:12]2[CH:17]=[CH:16][CH:15]=[CH:14][CH:13]=2)([C:25]2[CH:26]=[CH:27][CH:28]=[CH:29][CH:30]=2)[C:19]2[CH:20]=[CH:21][CH:22]=[CH:23][CH:24]=2)=[N:7][CH:6]=1. The catalyst class is: 2.